The task is: Regression. Given a peptide amino acid sequence and an MHC pseudo amino acid sequence, predict their binding affinity value. This is MHC class I binding data.. This data is from Peptide-MHC class I binding affinity with 185,985 pairs from IEDB/IMGT. The peptide sequence is STVFYVKA. The MHC is H-2-Kb with pseudo-sequence H-2-Kb. The binding affinity (normalized) is 0.261.